This data is from Full USPTO retrosynthesis dataset with 1.9M reactions from patents (1976-2016). The task is: Predict the reactants needed to synthesize the given product. (1) Given the product [Br:7][C:8]1[C:13]([F:14])=[CH:12][C:11]([O:15][CH:18]2[CH2:22][CH2:21][N:20]([CH:23]3[CH2:24][CH2:25][N:26]([C:29]([O:31][C:32]([CH3:34])([CH3:33])[CH3:35])=[O:30])[CH2:27][CH2:28]3)[C:19]2=[O:36])=[C:10]([F:16])[CH:9]=1, predict the reactants needed to synthesize it. The reactants are: C(=O)([O-])[O-].[K+].[K+].[Br:7][C:8]1[C:13]([F:14])=[CH:12][C:11]([OH:15])=[C:10]([F:16])[CH:9]=1.Br[CH:18]1[CH2:22][CH2:21][N:20]([CH:23]2[CH2:28][CH2:27][N:26]([C:29]([O:31][C:32]([CH3:35])([CH3:34])[CH3:33])=[O:30])[CH2:25][CH2:24]2)[C:19]1=[O:36]. (2) Given the product [Cl:1][C:2]1[CH:3]=[CH:4][C:5]([C:8]2[S:9][C:10]([C:19]3[CH:29]=[CH:28][C:22]([C:23]([O:25][CH2:26][CH3:27])=[O:24])=[CH:21][CH:20]=3)=[CH:11][CH:12]=2)=[CH:6][CH:7]=1, predict the reactants needed to synthesize it. The reactants are: [Cl:1][C:2]1[CH:7]=[CH:6][C:5]([C:8]2[S:9][CH:10]=[CH:11][CH:12]=2)=[CH:4][CH:3]=1.C([Li])CCC.I[C:19]1[CH:29]=[CH:28][C:22]([C:23]([O:25][CH2:26][CH3:27])=[O:24])=[CH:21][CH:20]=1.Cl. (3) Given the product [C:15]12([CH2:25][CH2:26][N:27]([CH2:40][CH2:41][CH2:42][CH2:43][CH3:44])[C:28]([NH:30][CH2:31][C@@H:32]3[CH2:1][C@@H:33]3[C:34]3[CH:35]=[CH:36][N:37]=[CH:38][CH:39]=3)=[O:29])[CH2:16][CH:17]3[CH2:18][CH:19]([CH2:20][CH:21]([CH2:23]3)[CH2:22]1)[CH2:24]2, predict the reactants needed to synthesize it. The reactants are: [CH2:1]([Zn]CC)C.CCCCCC.ClCI.[C:15]12([CH2:25][CH2:26][N:27]([CH2:40][CH2:41][CH2:42][CH2:43][CH3:44])[C:28]([NH:30][CH2:31]/[CH:32]=[CH:33]\[C:34]3[CH:39]=[CH:38][N:37]=[CH:36][CH:35]=3)=[O:29])[CH2:24][CH:19]3[CH2:20][CH:21]([CH2:23][CH:17]([CH2:18]3)[CH2:16]1)[CH2:22]2.[Cl-].[NH4+]. (4) Given the product [CH:27]1([NH:31][C:22](=[O:23])[C:21]2[CH:25]=[CH:26][C:18]([N:16]3[CH:17]=[C:13]([C:3]4[C:4]([C:7]5[CH:8]=[CH:9][CH:10]=[CH:11][CH:12]=5)=[N:5][O:6][C:2]=4[CH3:1])[N:14]=[CH:15]3)=[CH:19][CH:20]=2)[CH2:30][CH2:29][CH2:28]1, predict the reactants needed to synthesize it. The reactants are: [CH3:1][C:2]1[O:6][N:5]=[C:4]([C:7]2[CH:12]=[CH:11][CH:10]=[CH:9][CH:8]=2)[C:3]=1[C:13]1[N:14]=[CH:15][N:16]([C:18]2[CH:26]=[CH:25][C:21]([C:22](O)=[O:23])=[CH:20][CH:19]=2)[CH:17]=1.[CH:27]1([NH2:31])[CH2:30][CH2:29][CH2:28]1.